Dataset: NCI-60 drug combinations with 297,098 pairs across 59 cell lines. Task: Regression. Given two drug SMILES strings and cell line genomic features, predict the synergy score measuring deviation from expected non-interaction effect. (1) Cell line: U251. Synergy scores: CSS=-8.20, Synergy_ZIP=3.55, Synergy_Bliss=3.07, Synergy_Loewe=-16.3, Synergy_HSA=-15.4. Drug 1: CC(C)CN1C=NC2=C1C3=CC=CC=C3N=C2N. Drug 2: CC12CCC3C(C1CCC2OP(=O)(O)O)CCC4=C3C=CC(=C4)OC(=O)N(CCCl)CCCl.[Na+]. (2) Drug 1: C1=CC(=C2C(=C1NCCNCCO)C(=O)C3=C(C=CC(=C3C2=O)O)O)NCCNCCO. Drug 2: CC1=C(C=C(C=C1)NC(=O)C2=CC=C(C=C2)CN3CCN(CC3)C)NC4=NC=CC(=N4)C5=CN=CC=C5. Cell line: EKVX. Synergy scores: CSS=40.2, Synergy_ZIP=7.25, Synergy_Bliss=9.73, Synergy_Loewe=-13.4, Synergy_HSA=10.5. (3) Drug 1: C1CCC(CC1)NC(=O)N(CCCl)N=O. Drug 2: C1=NC2=C(N1)C(=S)N=CN2. Cell line: BT-549. Synergy scores: CSS=4.24, Synergy_ZIP=-13.0, Synergy_Bliss=-24.7, Synergy_Loewe=-27.8, Synergy_HSA=-22.9. (4) Drug 1: CNC(=O)C1=CC=CC=C1SC2=CC3=C(C=C2)C(=NN3)C=CC4=CC=CC=N4. Drug 2: CC12CCC3C(C1CCC2OP(=O)(O)O)CCC4=C3C=CC(=C4)OC(=O)N(CCCl)CCCl.[Na+]. Cell line: SK-MEL-28. Synergy scores: CSS=-2.62, Synergy_ZIP=-1.38, Synergy_Bliss=-6.04, Synergy_Loewe=-9.14, Synergy_HSA=-9.29.